Dataset: Catalyst prediction with 721,799 reactions and 888 catalyst types from USPTO. Task: Predict which catalyst facilitates the given reaction. (1) Reactant: [OH:1][CH2:2][CH2:3][CH2:4][S:5][C:6]1[N:7]([CH2:22][C:23]2[C:32]3[C:27](=[CH:28][CH:29]=[CH:30][CH:31]=3)[CH:26]=[CH:25][CH:24]=2)[CH:8]=[C:9]2[C:14]=1[C:13](=[O:15])[N:12]([CH3:16])[C:11](=[O:17])[N:10]2[CH2:18][CH:19]([CH3:21])[CH3:20].[CH3:33][S:34](Cl)(=[O:36])=[O:35].C(N(CC)CC)C. Product: [CH3:33][S:34]([O:1][CH2:2][CH2:3][CH2:4][S:5][C:6]1[N:7]([CH2:22][C:23]2[C:32]3[C:27](=[CH:28][CH:29]=[CH:30][CH:31]=3)[CH:26]=[CH:25][CH:24]=2)[CH:8]=[C:9]2[C:14]=1[C:13](=[O:15])[N:12]([CH3:16])[C:11](=[O:17])[N:10]2[CH2:18][CH:19]([CH3:21])[CH3:20])(=[O:36])=[O:35]. The catalyst class is: 4. (2) Reactant: [CH3:1][O:2][C:3]([C:5]1[CH:10]=[CH:9][CH:8]=[CH:7][C:6]=1[S:11]Cl)=[O:4].[CH3:13][C:14]1[S:18][C:17]2[CH:19]=[CH:20][CH:21]=[CH:22][C:16]=2[CH:15]=1.[Cl-].[Al+3].[Cl-].[Cl-]. Product: [CH3:1][O:2][C:3](=[O:4])[C:5]1[CH:10]=[CH:9][CH:8]=[CH:7][C:6]=1[S:11][C:15]1[C:16]2[CH:22]=[CH:21][CH:20]=[CH:19][C:17]=2[S:18][C:14]=1[CH3:13]. The catalyst class is: 26.